This data is from CYP2C9 inhibition data for predicting drug metabolism from PubChem BioAssay. The task is: Regression/Classification. Given a drug SMILES string, predict its absorption, distribution, metabolism, or excretion properties. Task type varies by dataset: regression for continuous measurements (e.g., permeability, clearance, half-life) or binary classification for categorical outcomes (e.g., BBB penetration, CYP inhibition). Dataset: cyp2c9_veith. (1) The drug is CCCS(=O)(=O)N1CCCC(C(=O)NCCCOCC)C1. The result is 0 (non-inhibitor). (2) The molecule is Cc1c(OC(=O)c2ccc([N+](=O)[O-])cc2)c2c(c[n+]1C)COC(C)(C)OC2.[I-]. The result is 0 (non-inhibitor). (3) The molecule is N#C/C(=C\c1ccc(O)c(O)c1)C(=O)OCCc1cccs1. The result is 1 (inhibitor). (4) The drug is COc1cc(C(=O)NC(=S)Nc2ccc3oc(=O)ccc3c2)cc(OC)c1OC. The result is 0 (non-inhibitor).